From a dataset of Full USPTO retrosynthesis dataset with 1.9M reactions from patents (1976-2016). Predict the reactants needed to synthesize the given product. (1) Given the product [Br:1][C:2]1[CH:17]=[CH:16][C:5]([O:6][C:7]2[CH:15]=[CH:14][C:10]([CH:11]=[N:12][OH:13])=[CH:9][CH:8]=2)=[C:4]([C:35]([F:38])([F:37])[F:36])[CH:3]=1, predict the reactants needed to synthesize it. The reactants are: [Br:1][C:2]1[CH:17]=[CH:16][C:5]([O:6][C:7]2[CH:15]=[CH:14][C:10]([CH:11]=[N:12][OH:13])=[CH:9][CH:8]=2)=[C:4](Cl)[CH:3]=1.BrC1C=CC(OC2C=CC(C=O)=CC=2)=C([C:35]([F:38])([F:37])[F:36])C=1. (2) Given the product [C:1]([NH:5][C:6]1[N:7]=[C:8]([Cl:17])[CH:9]=[C:10]2[C:15]=1[C:14](=[O:16])[N:13]([CH2:19][CH2:20][OH:21])[CH:12]=[CH:11]2)([CH3:4])([CH3:2])[CH3:3], predict the reactants needed to synthesize it. The reactants are: [C:1]([NH:5][C:6]1[N:7]=[C:8]([Cl:17])[CH:9]=[C:10]2[C:15]=1[C:14](=[O:16])[NH:13][CH:12]=[CH:11]2)([CH3:4])([CH3:3])[CH3:2].Br[CH2:19][CH2:20][OH:21].C([O-])([O-])=O.[Cs+].[Cs+].[Na+].[I-].